Dataset: Full USPTO retrosynthesis dataset with 1.9M reactions from patents (1976-2016). Task: Predict the reactants needed to synthesize the given product. (1) The reactants are: Br[CH2:2][CH2:3][OH:4].[Br:5][C:6]1[CH:32]=[CH:31][C:9]([O:10][C:11]2[C:12](=[O:30])[N:13]([C:23]3[CH:28]=[CH:27][C:26]([Cl:29])=[CH:25][CH:24]=3)[N:14]=[CH:15][C:16]=2[N:17]2[CH2:22][CH2:21][NH:20][CH2:19][CH2:18]2)=[CH:8][CH:7]=1.[I-].[K+].C(=O)([O-])[O-].[K+].[K+]. Given the product [Br:5][C:6]1[CH:32]=[CH:31][C:9]([O:10][C:11]2[C:12](=[O:30])[N:13]([C:23]3[CH:28]=[CH:27][C:26]([Cl:29])=[CH:25][CH:24]=3)[N:14]=[CH:15][C:16]=2[N:17]2[CH2:22][CH2:21][N:20]([CH2:2][CH2:3][OH:4])[CH2:19][CH2:18]2)=[CH:8][CH:7]=1, predict the reactants needed to synthesize it. (2) Given the product [NH2:1][C:2]1[C:3]([C:18]([NH:20][C:21]2[C:26]([N:27]3[CH2:28][CH2:29][C:30]([NH2:33])([CH2:49][O:45][CH3:43])[CH2:31][CH2:32]3)=[CH:25][CH:24]=[CH:23][N:22]=2)=[O:19])=[N:4][C:5]([C:8]2[C:13]([C:14]([F:15])([F:16])[F:17])=[CH:12][CH:11]=[CH:10][N:9]=2)=[CH:6][N:7]=1, predict the reactants needed to synthesize it. The reactants are: [NH2:1][C:2]1[C:3]([C:18]([NH:20][C:21]2[C:26]([N:27]3[CH2:32][CH2:31][CH:30]([NH:33]C(=O)OC(C)(C)C)[CH2:29][CH2:28]3)=[CH:25][CH:24]=[CH:23][N:22]=2)=[O:19])=[N:4][C:5]([C:8]2[C:13]([C:14]([F:17])([F:16])[F:15])=[CH:12][CH:11]=[CH:10][N:9]=2)=[CH:6][N:7]=1.FC(F)(F)[C:43]([OH:45])=O.Cl[CH2:49]Cl. (3) Given the product [CH2:2]([O:3][C:7](=[O:8])[C:6]1[CH:10]=[CH:11][CH:12]=[N:13][C:5]=1[NH2:4])[CH3:1], predict the reactants needed to synthesize it. The reactants are: [CH3:1][CH2:2][OH:3].[NH2:4][C:5]1[N:13]=[CH:12][CH:11]=[CH:10][C:6]=1[C:7](O)=[O:8].OS(O)(=O)=O.C([O-])([O-])=O.[Na+].[Na+].